Dataset: Full USPTO retrosynthesis dataset with 1.9M reactions from patents (1976-2016). Task: Predict the reactants needed to synthesize the given product. (1) Given the product [CH3:1][C:2]1[N:6]([C:7]2[C:15]3[O:14][CH2:13][C@H:12]([NH:16][C:17]4[CH:30]=[CH:29][C:20]5[C@H:21]([CH2:24][C:25]([OH:27])=[O:26])[CH2:22][O:23][C:19]=5[CH:18]=4)[C:11]=3[CH:10]=[CH:9][CH:8]=2)[C:5]2[CH:37]=[CH:38][CH:39]=[CH:40][C:4]=2[N:3]=1, predict the reactants needed to synthesize it. The reactants are: [CH3:1][C:2]1[N:6]([C:7]2[C:15]3[O:14][CH2:13][C@H:12]([N:16](C(=O)C(F)(F)F)[C:17]4[CH:30]=[CH:29][C:20]5[C@H:21]([CH2:24][C:25]([O:27]C)=[O:26])[CH2:22][O:23][C:19]=5[CH:18]=4)[C:11]=3[CH:10]=[CH:9][CH:8]=2)[C:5]2[CH:37]=[CH:38][CH:39]=[CH:40][C:4]=2[N:3]=1.[OH-].[Na+].Cl. (2) Given the product [F:3][C:4]1[CH:11]=[CH:10][C:9]([F:12])=[CH:8][C:5]=1[CH:6]([OH:7])[CH2:16][N+:13]([O-:15])=[O:14], predict the reactants needed to synthesize it. The reactants are: [OH-].[Na+].[F:3][C:4]1[CH:11]=[CH:10][C:9]([F:12])=[CH:8][C:5]=1[CH:6]=[O:7].[N+:13]([CH3:16])([O-:15])=[O:14].CC(O)=O.